This data is from NCI-60 drug combinations with 297,098 pairs across 59 cell lines. The task is: Regression. Given two drug SMILES strings and cell line genomic features, predict the synergy score measuring deviation from expected non-interaction effect. (1) Drug 1: C1=NC2=C(N1)C(=S)N=CN2. Drug 2: C1=NC2=C(N=C(N=C2N1C3C(C(C(O3)CO)O)F)Cl)N. Synergy scores: CSS=12.5, Synergy_ZIP=-8.10, Synergy_Bliss=-4.44, Synergy_Loewe=-43.8, Synergy_HSA=-3.64. Cell line: HCT116. (2) Drug 1: C1CN1C2=NC(=NC(=N2)N3CC3)N4CC4. Drug 2: CS(=O)(=O)OCCCCOS(=O)(=O)C. Cell line: COLO 205. Synergy scores: CSS=35.5, Synergy_ZIP=-5.37, Synergy_Bliss=-2.77, Synergy_Loewe=-7.10, Synergy_HSA=0.535. (3) Synergy scores: CSS=32.0, Synergy_ZIP=-7.51, Synergy_Bliss=-0.255, Synergy_Loewe=0.222, Synergy_HSA=1.21. Cell line: KM12. Drug 2: C1CCC(CC1)NC(=O)N(CCCl)N=O. Drug 1: CC12CCC(CC1=CCC3C2CCC4(C3CC=C4C5=CN=CC=C5)C)O. (4) Drug 1: C1CN(CCN1C(=O)CCBr)C(=O)CCBr. Drug 2: C(CCl)NC(=O)N(CCCl)N=O. Cell line: SN12C. Synergy scores: CSS=4.93, Synergy_ZIP=-5.33, Synergy_Bliss=0.661, Synergy_Loewe=-9.32, Synergy_HSA=-8.53. (5) Drug 1: C1=CC(=CC=C1C#N)C(C2=CC=C(C=C2)C#N)N3C=NC=N3. Cell line: NCI-H226. Synergy scores: CSS=-6.95, Synergy_ZIP=0.933, Synergy_Bliss=-2.27, Synergy_Loewe=-9.44, Synergy_HSA=-9.31. Drug 2: COC1=NC(=NC2=C1N=CN2C3C(C(C(O3)CO)O)O)N. (6) Drug 1: CC=C1C(=O)NC(C(=O)OC2CC(=O)NC(C(=O)NC(CSSCCC=C2)C(=O)N1)C(C)C)C(C)C. Drug 2: CS(=O)(=O)OCCCCOS(=O)(=O)C. Cell line: HCT116. Synergy scores: CSS=64.6, Synergy_ZIP=-2.12, Synergy_Bliss=1.27, Synergy_Loewe=-20.4, Synergy_HSA=1.64.